Dataset: Forward reaction prediction with 1.9M reactions from USPTO patents (1976-2016). Task: Predict the product of the given reaction. (1) The product is: [NH:8]1[CH2:11][CH:10]([CH:12]2[CH2:13][CH2:14][N:15]([C:18]([O:20][C:21]([CH3:24])([CH3:23])[CH3:22])=[O:19])[CH2:16][CH2:17]2)[CH2:9]1. Given the reactants C1(C(C2C=CC=CC=2)[N:8]2[CH2:11][CH:10]([CH:12]3[CH2:17][CH2:16][N:15]([C:18]([O:20][C:21]([CH3:24])([CH3:23])[CH3:22])=[O:19])[CH2:14][CH2:13]3)[CH2:9]2)C=CC=CC=1.Cl.[OH-].[Na+], predict the reaction product. (2) Given the reactants [OH:1][C:2]1[CH:3]=[CH:4][CH:5]=[C:6]2[C:11]=1[N:10]=[C:9]([C:12]([OH:14])=[O:13])[CH:8]=[CH:7]2.C1C=CC(P(C2C=CC=CC=2)C2C=CC=CC=2)=CC=1.[CH2:34](O)[C:35]1[CH:40]=[CH:39][CH:38]=[CH:37][CH:36]=1.N(C(OCC)=O)=NC(OCC)=O, predict the reaction product. The product is: [CH2:34]([O:13][C:12]([C:9]1[CH:8]=[CH:7][C:6]2[C:11](=[C:2]([OH:1])[CH:3]=[CH:4][CH:5]=2)[N:10]=1)=[O:14])[C:35]1[CH:40]=[CH:39][CH:38]=[CH:37][CH:36]=1. (3) Given the reactants Br[C:2]1[CH:17]=[CH:16][C:5]([CH2:6][CH2:7][NH:8][C:9](=[O:15])[O:10][C:11]([CH3:14])([CH3:13])[CH3:12])=[C:4]([Cl:18])[CH:3]=1.[B:19]1([B:19]2[O:23][C:22]([CH3:25])([CH3:24])[C:21]([CH3:27])([CH3:26])[O:20]2)[O:23][C:22]([CH3:25])([CH3:24])[C:21]([CH3:27])([CH3:26])[O:20]1, predict the reaction product. The product is: [Cl:18][C:4]1[CH:3]=[C:2]([B:19]2[O:23][C:22]([CH3:25])([CH3:24])[C:21]([CH3:27])([CH3:26])[O:20]2)[CH:17]=[CH:16][C:5]=1[CH2:6][CH2:7][NH:8][C:9](=[O:15])[O:10][C:11]([CH3:14])([CH3:13])[CH3:12]. (4) The product is: [CH3:15][O:14][C:11]1[CH:12]=[CH:13][C:8]([C:6]2[N:3]=[CH:1][O:2][CH:5]=2)=[CH:9][CH:10]=1. Given the reactants [CH:1]([NH2:3])=[O:2].Br[CH2:5][C:6]([C:8]1[CH:13]=[CH:12][C:11]([O:14][CH3:15])=[CH:10][CH:9]=1)=O, predict the reaction product. (5) Given the reactants [Cl:1][C:2]1[CH:3]=[C:4]([CH:9]([C:12]2[C:17]([CH:18]([CH3:20])[CH3:19])=[C:16]([O:21][CH3:22])[N:15]=[C:14]([O:23][CH3:24])[N:13]=2)C#N)[CH:5]=[C:6]([CH3:8])[CH:7]=1.[H-].[Na+].CN(C=[O:31])C, predict the reaction product. The product is: [Cl:1][C:2]1[CH:3]=[C:4]([C:9]([C:12]2[C:17]([CH:18]([CH3:20])[CH3:19])=[C:16]([O:21][CH3:22])[N:15]=[C:14]([O:23][CH3:24])[N:13]=2)=[O:31])[CH:5]=[C:6]([CH3:8])[CH:7]=1.